From a dataset of Full USPTO retrosynthesis dataset with 1.9M reactions from patents (1976-2016). Predict the reactants needed to synthesize the given product. (1) Given the product [C:1]([C:3]1[CH:4]=[C:5]([CH:9]2[CH2:14][CH2:13][C:12](=[O:15])[CH2:11][CH2:10]2)[CH:6]=[CH:7][CH:8]=1)#[N:2], predict the reactants needed to synthesize it. The reactants are: [C:1]([C:3]1[CH:4]=[C:5]([C@H:9]2[CH2:14][CH2:13][C@H:12]([OH:15])[CH2:11][CH2:10]2)[CH:6]=[CH:7][CH:8]=1)#[N:2].CC(OI1(OC(C)=O)(OC(C)=O)OC(=O)C2C=CC=CC1=2)=O. (2) Given the product [NH2:1][C:2]1[C:7]([C:8]2[S:12][C:11]3[CH:13]=[CH:14][C:15]([NH:17][C:18]([NH:20][C:21]4[CH:26]=[CH:25][C:24]([Cl:27])=[C:23]([C:28]([F:31])([F:30])[F:29])[CH:22]=4)=[O:19])=[CH:16][C:10]=3[CH:9]=2)=[CH:6][C:5]([C:32]2[N:36]([CH2:37][CH2:38][CH2:39][OH:40])[N:35]=[N:34][N:33]=2)=[CH:4][N:3]=1, predict the reactants needed to synthesize it. The reactants are: [NH2:1][C:2]1[C:7]([C:8]2[S:12][C:11]3[CH:13]=[CH:14][C:15]([NH:17][C:18]([NH:20][C:21]4[CH:26]=[CH:25][C:24]([Cl:27])=[C:23]([C:28]([F:31])([F:30])[F:29])[CH:22]=4)=[O:19])=[CH:16][C:10]=3[CH:9]=2)=[CH:6][C:5]([C:32]2[N:36]([CH2:37][CH2:38][CH2:39][O:40][Si](C(C)(C)C)(C)C)[N:35]=[N:34][N:33]=2)=[CH:4][N:3]=1.[F-].C([N+](CCCC)(CCCC)CCCC)CCC. (3) Given the product [Cl:23][C:11]1[N:12]=[C:13]([C:14]2[CH:15]=[N:16][CH:17]=[CH:18][CH:19]=2)[C:8]([C:7]2[CH:6]=[CH:5][N:4]=[CH:3][C:2]=2[F:1])=[N:9][CH:10]=1, predict the reactants needed to synthesize it. The reactants are: [F:1][C:2]1[CH:3]=[N:4][CH:5]=[CH:6][C:7]=1[C:8]1[N:9]=[CH:10][C:11](=O)[NH:12][C:13]=1[C:14]1[CH:15]=[N:16][CH:17]=[CH:18][CH:19]=1.P(Cl)(Cl)([Cl:23])=O. (4) Given the product [Cl:17][C:18]1[CH:26]=[C:25]([Cl:27])[CH:24]=[C:23]([Cl:28])[C:19]=1[C:20]([O:7][C:1](=[O:6])/[C:2](/[CH3:3])=[CH:4]\[CH3:5])=[O:21], predict the reactants needed to synthesize it. The reactants are: [C:1]([OH:7])(=[O:6])/[C:2](=[CH:4]\[CH3:5])/[CH3:3].C(N(C(C)C)CC)(C)C.[Cl:17][C:18]1[CH:26]=[C:25]([Cl:27])[CH:24]=[C:23]([Cl:28])[C:19]=1[C:20](Cl)=[O:21]. (5) Given the product [C@H:10]12[CH2:31][C@H:13]([NH:8][CH2:9]1)[CH2:12][N:11]2[CH2:14][C:15]1[CH:20]=[CH:19][C:18]([C@@H:21]2[O:30][C:25]3=[N:26][CH:27]=[CH:28][CH:29]=[C:24]3[O:23][CH2:22]2)=[CH:17][CH:16]=1, predict the reactants needed to synthesize it. The reactants are: C(OC([N:8]1[CH2:13][CH2:12][N:11]([CH2:14][C:15]2[CH:20]=[CH:19][C:18]([C@@H:21]3[O:30][C:25]4=[N:26][CH:27]=[CH:28][CH:29]=[C:24]4[O:23][CH2:22]3)=[CH:17][CH:16]=2)[CH2:10][CH2:9]1)=O)(C)(C)C.[C:31](OC(N1C[C@@H]2C[C@H]1CN2)=O)(C)(C)C.N1(CC2C=CC([C@@H]3OC4=NC=CC=C4OC3)=CC=2)CCNCC1. (6) Given the product [OH:1][C:2]1[C:7]2[C:8](=[O:25])[CH2:9][O:10][C:6]=2[CH:5]=[C:4]([O:12][C:21](=[O:22])[N:20]([CH3:24])[CH3:19])[CH:3]=1, predict the reactants needed to synthesize it. The reactants are: [OH:1][C:2]1[C:7]2[CH2:8][C:9](=O)[O:10][C:6]=2[CH:5]=[C:4]([OH:12])[CH:3]=1.N1C=CC=CC=1.[CH3:19][N:20]([CH3:24])[C:21](Cl)=[O:22].[OH2:25]. (7) Given the product [CH2:1]([O:3][C:4](=[O:25])[C:5]1[CH:10]=[CH:9][CH:8]=[C:7]([S:11]([C:14]2[C:18]([CH2:19][CH2:20][C:21](=[O:22])[N:27]([CH3:28])[CH3:26])=[CH:17][NH:16][C:15]=2[CH3:24])(=[O:13])=[O:12])[CH:6]=1)[CH3:2], predict the reactants needed to synthesize it. The reactants are: [CH2:1]([O:3][C:4](=[O:25])[C:5]1[CH:10]=[CH:9][CH:8]=[C:7]([S:11]([C:14]2[C:18]([CH2:19][CH2:20][C:21](O)=[O:22])=[CH:17][NH:16][C:15]=2[CH3:24])(=[O:13])=[O:12])[CH:6]=1)[CH3:2].[CH3:26][NH:27][CH3:28].